Dataset: Reaction yield outcomes from USPTO patents with 853,638 reactions. Task: Predict the reaction yield, written as a fraction of the theoretical maximum amount of product (1.0 means a 100% yield; for example, 0.34 means a 34% yield). The reactants are [CH3:1][C:2]1([C:12]#[N:13])[C:11]2[C:6](=[CH:7][CH:8]=[CH:9][CH:10]=2)[CH2:5][CH2:4][CH2:3]1.C(=O)([O-])[O-:15].[K+].[K+].OO. The catalyst is CS(C)=O. The product is [CH3:1][C:2]1([C:12]([NH2:13])=[O:15])[C:11]2[C:6](=[CH:7][CH:8]=[CH:9][CH:10]=2)[CH2:5][CH2:4][CH2:3]1. The yield is 0.640.